Task: Predict the product of the given reaction.. Dataset: Forward reaction prediction with 1.9M reactions from USPTO patents (1976-2016) (1) Given the reactants [CH2:1]([C:3]1[N:4]([CH2:17][CH2:18][O:19][CH2:20][CH2:21][NH:22][C:23](=[O:29])[O:24][C:25]([CH3:28])([CH3:27])[CH3:26])[C:5]2[C:14]3[CH:13]=[CH:12][CH:11]=[CH:10][C:9]=3[N+:8]([O-])=[CH:7][C:6]=2[N:16]=1)[CH3:2].[NH4+:30].[OH-].C1(C)C=CC(S(Cl)(=O)=O)=CC=1.O, predict the reaction product. The product is: [NH2:30][C:7]1[C:6]2[N:16]=[C:3]([CH2:1][CH3:2])[N:4]([CH2:17][CH2:18][O:19][CH2:20][CH2:21][NH:22][C:23](=[O:29])[O:24][C:25]([CH3:28])([CH3:27])[CH3:26])[C:5]=2[C:14]2[CH:13]=[CH:12][CH:11]=[CH:10][C:9]=2[N:8]=1. (2) Given the reactants [NH2:1][C:2]1[CH:3]=[C:4]([CH:16]=[CH:17][C:18]=1[O:19][CH3:20])[C:5]([NH:7][C:8]1[CH:13]=[CH:12][C:11]([Cl:14])=[C:10]([Cl:15])[CH:9]=1)=[O:6].[CH3:21][S:22](O[S:22]([CH3:21])(=[O:24])=[O:23])(=[O:24])=[O:23], predict the reaction product. The product is: [CH3:21][S:22]([NH:1][C:2]1[CH:3]=[C:4]([CH:16]=[CH:17][C:18]=1[O:19][CH3:20])[C:5]([NH:7][C:8]1[CH:13]=[CH:12][C:11]([Cl:14])=[C:10]([Cl:15])[CH:9]=1)=[O:6])(=[O:24])=[O:23]. (3) Given the reactants [CH:1]1([CH2:7][N:8]2[C:16]3[C:11](=[CH:12][CH:13]=[CH:14][C:15]=3[O:17][CH3:18])[C:10]([C:19]3[N:23]=[C:22]([CH2:24][OH:25])[S:21][N:20]=3)=[CH:9]2)[CH2:6][CH2:5][CH2:4][CH2:3][CH2:2]1.[CH3:26][S:27](Cl)(=[O:29])=[O:28].C(N(CC)CC)C, predict the reaction product. The product is: [CH:1]1([CH2:7][N:8]2[C:16]3[C:11](=[CH:12][CH:13]=[CH:14][C:15]=3[O:17][CH3:18])[C:10]([C:19]3[N:23]=[C:22]([CH2:24][O:25][S:27]([CH3:26])(=[O:29])=[O:28])[S:21][N:20]=3)=[CH:9]2)[CH2:6][CH2:5][CH2:4][CH2:3][CH2:2]1. (4) Given the reactants [Cl:1][C:2]1[C:7]([CH:8]2[CH2:13][CH2:12][NH:11][CH2:10][CH2:9]2)=[CH:6][C:5]([C:14]#[N:15])=[CH:4][C:3]=1[NH:16][C:17]1[N:22]=[C:21]([N:23]([CH:33]2[CH2:35][CH2:34]2)CC2C=CC(OC)=CC=2)[C:20]2=[N:36][CH:37]=[C:38]([C:39]#[N:40])[N:19]2[N:18]=1.C=O.O.[CH3:44]C(O)=O.C([O-])(O)=O.[Na+].C1(OC)C=CC=CC=1.C(O)(C(F)(F)F)=O, predict the reaction product. The product is: [Cl:1][C:2]1[C:7]([CH:8]2[CH2:9][CH2:10][N:11]([CH3:44])[CH2:12][CH2:13]2)=[CH:6][C:5]([C:14]#[N:15])=[CH:4][C:3]=1[NH:16][C:17]1[N:22]=[C:21]([NH:23][CH:33]2[CH2:35][CH2:34]2)[C:20]2=[N:36][CH:37]=[C:38]([C:39]#[N:40])[N:19]2[N:18]=1.